From a dataset of Forward reaction prediction with 1.9M reactions from USPTO patents (1976-2016). Predict the product of the given reaction. Given the reactants [OH:1][C:2]1[CH:3]=[C:4]([CH:7]=[CH:8][CH:9]=1)[CH:5]=O.[CH3:10][C:11]1([CH3:19])[O:16][C:15](=[O:17])[CH2:14][C:13](=[O:18])[O:12]1, predict the reaction product. The product is: [OH:1][C:2]1[CH:3]=[C:4]([CH:5]=[C:14]2[C:15](=[O:17])[O:16][C:11]([CH3:19])([CH3:10])[O:12][C:13]2=[O:18])[CH:7]=[CH:8][CH:9]=1.